This data is from Forward reaction prediction with 1.9M reactions from USPTO patents (1976-2016). The task is: Predict the product of the given reaction. (1) Given the reactants [O-]CC.[Na+].[C:5]([CH:9]([C:15]([O:17]CC)=O)[C:10]([O:12]CC)=O)([CH3:8])([CH3:7])[CH3:6].[NH2:20][C:21]([NH2:23])=[O:22], predict the reaction product. The product is: [C:5]([C:9]1[C:10](=[O:12])[NH:20][C:21](=[O:22])[NH:23][C:15]=1[OH:17])([CH3:6])([CH3:7])[CH3:8]. (2) Given the reactants [Br:1][C:2]1[CH:3]=[C:4]([CH:8]2[CH2:11][CH:10]([CH2:12][CH2:13]O)[CH2:9]2)[CH:5]=[CH:6][CH:7]=1.C(N(S(F)(F)[F:21])CC)C, predict the reaction product. The product is: [Br:1][C:2]1[CH:7]=[CH:6][CH:5]=[C:4]([CH:8]2[CH2:11][CH:10]([CH2:12][CH2:13][F:21])[CH2:9]2)[CH:3]=1. (3) Given the reactants [CH2:1]([C:3]1[C:7]([C:8]2[CH:13]=[CH:12][CH:11]=[CH:10][N:9]=2)=[C:6]([NH2:14])[NH:5][N:4]=1)[CH3:2].[O:15]1[C:19]2[CH:20]=[CH:21][C:22]([C:24](=O)[CH2:25][C:26](OCC)=[O:27])=[CH:23][C:18]=2[O:17][CH2:16]1.CC1C=CC(S(O)(=O)=O)=CC=1, predict the reaction product. The product is: [O:15]1[C:19]2[CH:20]=[CH:21][C:22]([C:24]3[NH:14][C:6]4[N:5]([N:4]=[C:3]([CH2:1][CH3:2])[C:7]=4[C:8]4[CH:13]=[CH:12][CH:11]=[CH:10][N:9]=4)[C:26](=[O:27])[CH:25]=3)=[CH:23][C:18]=2[O:17][CH2:16]1. (4) Given the reactants [C:1]([C:5]1[CH:6]=[C:7]([NH:17][C:18]([NH:20][C@@H:21]2[C:30]3[C:25](=[CH:26][CH:27]=[CH:28][CH:29]=3)[C@H:24]([O:31][C:32]3[CH:33]=[CH:34][C:35]4[N:36]([C:38]([N:41]5[CH2:46][CH2:45][N:44]([CH2:47][CH2:48][O:49][Si](C(C)C)(C(C)C)C(C)C)[CH2:43][CH2:42]5)=[N:39][N:40]=4)[CH:37]=3)[CH2:23][CH2:22]2)=[O:19])[N:8]([C:10]2[CH:15]=[CH:14][C:13]([CH3:16])=[CH:12][CH:11]=2)[N:9]=1)([CH3:4])([CH3:3])[CH3:2].CCCC[N+](CCCC)(CCCC)CCCC.[F-], predict the reaction product. The product is: [C:1]([C:5]1[CH:6]=[C:7]([NH:17][C:18]([NH:20][C@@H:21]2[C:30]3[C:25](=[CH:26][CH:27]=[CH:28][CH:29]=3)[C@H:24]([O:31][C:32]3[CH:33]=[CH:34][C:35]4[N:36]([C:38]([N:41]5[CH2:42][CH2:43][N:44]([CH2:47][CH2:48][OH:49])[CH2:45][CH2:46]5)=[N:39][N:40]=4)[CH:37]=3)[CH2:23][CH2:22]2)=[O:19])[N:8]([C:10]2[CH:11]=[CH:12][C:13]([CH3:16])=[CH:14][CH:15]=2)[N:9]=1)([CH3:4])([CH3:2])[CH3:3]. (5) Given the reactants [NH2:1][C:2]1[CH:7]=[CH:6][CH:5]=[CH:4][C:3]=1[C:8]1[NH:9][C:10]2[C:15]([CH:16]=1)=[CH:14][CH:13]=[CH:12][CH:11]=2.[OH:17][C:18]1[CH:26]=[CH:25][C:21]([C:22](O)=[O:23])=[CH:20][CH:19]=1, predict the reaction product. The product is: [OH:17][C:18]1[CH:26]=[CH:25][C:21]([C:22]([NH:1][C:2]2[CH:7]=[CH:6][CH:5]=[CH:4][C:3]=2[C:8]2[NH:9][C:10]3[C:15]([CH:16]=2)=[CH:14][CH:13]=[CH:12][CH:11]=3)=[O:23])=[CH:20][CH:19]=1. (6) Given the reactants [C:1]1([OH:7])[CH:6]=[CH:5][CH:4]=[CH:3][CH:2]=1.[H-].[Na+].F[C:11]1[CH:16]=[CH:15][C:14]([S:17]([NH2:20])(=[O:19])=[O:18])=[CH:13][C:12]=1[N+:21]([O-:23])=[O:22], predict the reaction product. The product is: [N+:21]([C:12]1[CH:13]=[C:14]([S:17]([NH2:20])(=[O:19])=[O:18])[CH:15]=[CH:16][C:11]=1[O:7][C:1]1[CH:6]=[CH:5][CH:4]=[CH:3][CH:2]=1)([O-:23])=[O:22]. (7) The product is: [Br:13][C:10]1[CH:11]=[CH:12][C:7]([C:21]([OH:20])([CH3:22])[CH3:1])=[C:8]([Cl:14])[CH:9]=1. Given the reactants [CH3:1][Mg]Br.COC(=O)[C:7]1[CH:12]=[CH:11][C:10]([Br:13])=[CH:9][C:8]=1[Cl:14].[Cl-].[NH4+].CC[O:20][CH2:21][CH3:22], predict the reaction product. (8) The product is: [F:1][C:2]([F:11])([F:12])[C:3]1[CH:4]=[C:5]([CH:8]=[CH:9][CH:10]=1)[CH2:6][NH:7][C:14]1[C:15]2[CH:23]=[CH:22][CH:21]=[C:20]([C:24]([NH2:26])=[O:25])[C:16]=2[N:17]=[N:18][N:19]=1. Given the reactants [F:1][C:2]([F:12])([F:11])[C:3]1[CH:4]=[C:5]([CH:8]=[CH:9][CH:10]=1)[CH2:6][NH2:7].O[C:14]1[C:15]2[CH:23]=[CH:22][CH:21]=[C:20]([C:24]([NH2:26])=[O:25])[C:16]=2[N:17]=[N:18][N:19]=1, predict the reaction product.